Dataset: Forward reaction prediction with 1.9M reactions from USPTO patents (1976-2016). Task: Predict the product of the given reaction. (1) The product is: [CH2:1]([C:3]1[CH:12]=[CH:11][C:6]2[N:7]([CH:24]([CH2:29][CH3:30])[C:25]([OH:27])=[O:26])[C:8](=[N:10][C:19](=[O:20])[C:16]3[CH:17]=[CH:18][C:13]([CH3:22])=[CH:14][CH:15]=3)[S:9][C:5]=2[CH:4]=1)[CH3:2]. Given the reactants [CH2:1]([C:3]1[CH:12]=[CH:11][C:6]2[N:7]=[C:8]([NH2:10])[S:9][C:5]=2[CH:4]=1)[CH3:2].[C:13]1([CH3:22])[CH:18]=[CH:17][C:16]([C:19](Cl)=[O:20])=[CH:15][CH:14]=1.Br[CH:24]([CH2:29][CH3:30])[C:25]([O:27]C)=[O:26].COC1C=CC2N=C(N)SC=2C=1.ClC1C=C(C=CC=1)C(Cl)=O.BrCC(OCC)=O, predict the reaction product. (2) Given the reactants [N:1]1([C:5]2[CH:10]=[CH:9][C:8]([N+:11]([O-])=O)=[CH:7][N:6]=2)[CH2:4][CH2:3][CH2:2]1.[H][H], predict the reaction product. The product is: [NH2:11][C:8]1[CH:7]=[N:6][C:5]([N:1]2[CH2:4][CH2:3][CH2:2]2)=[CH:10][CH:9]=1. (3) Given the reactants Br[C:2]1[C:7]2=[CH:8][N:9]([C:11]3[C:18]([Cl:19])=[CH:17][C:16]([CH:20]=[CH2:21])=[CH:15][C:12]=3[C:13]#[N:14])[N:10]=[C:6]2[C:5]([F:22])=[CH:4][N:3]=1.[CH3:23][C:24]1[N:29]=[CH:28][N:27]=[C:26]([NH2:30])[CH:25]=1.CC1(C)C2C(=C(P(C3C=CC=CC=3)C3C=CC=CC=3)C=CC=2)OC2C(P(C3C=CC=CC=3)C3C=CC=CC=3)=CC=CC1=2.C(=O)([O-])[O-].[Cs+].[Cs+], predict the reaction product. The product is: [Cl:19][C:18]1[C:11]([N:9]2[CH:8]=[C:7]3[C:2]([NH:30][C:26]4[CH:25]=[C:24]([CH3:23])[N:29]=[CH:28][N:27]=4)=[N:3][CH:4]=[C:5]([F:22])[C:6]3=[N:10]2)=[C:12]([CH:15]=[C:16]([CH:20]=[CH2:21])[CH:17]=1)[C:13]#[N:14]. (4) Given the reactants OCCNN.C(OC=C(C#N)C(OCC)=O)C.[OH-].[Na+].[ClH:20].[NH2:21][C:22]1[N:26]([CH2:27][CH2:28][OH:29])[N:25]=[CH:24][C:23]=1[C:30]([OH:32])=[O:31], predict the reaction product. The product is: [ClH:20].[NH2:21][C:22]1[N:26]([CH2:27][CH2:28][OH:29])[N:25]=[CH:24][C:23]=1[C:30]([OH:32])=[O:31]. (5) Given the reactants [F:1][C:2]([F:7])([F:6])[CH2:3][CH2:4][OH:5].Cl[C:9]1[N:10]=[C:11]([OH:19])[C:12]2[CH:18]=[CH:17][N:16]=[CH:15][C:13]=2[N:14]=1, predict the reaction product. The product is: [F:1][C:2]([F:7])([F:6])[CH2:3][CH2:4][O:5][C:9]1[N:10]=[C:11]([OH:19])[C:12]2[CH:18]=[CH:17][N:16]=[CH:15][C:13]=2[N:14]=1. (6) Given the reactants [Br:1][C:2]1[CH:7]=[C:6]([F:8])[CH:5]=[CH:4][C:3]=1[O:9][CH3:10].[Li+].CC([N-]C(C)C)C.CN([CH:22]=[O:23])C, predict the reaction product. The product is: [Br:1][C:2]1[C:3]([O:9][CH3:10])=[CH:4][CH:5]=[C:6]([F:8])[C:7]=1[CH:22]=[O:23].